From a dataset of Catalyst prediction with 721,799 reactions and 888 catalyst types from USPTO. Predict which catalyst facilitates the given reaction. (1) Reactant: [F:1][C:2]1[CH:31]=[CH:30][CH:29]=[CH:28][C:3]=1[CH2:4][NH:5][C:6]1[C:11]([C:12]([NH2:14])=[O:13])=[CH:10][N:9]=[C:8]([NH:15][C:16]2[CH:21]=[CH:20][C:19]([CH:22]3[CH2:27][CH2:26][NH:25][CH2:24][CH2:23]3)=[CH:18][CH:17]=2)[CH:7]=1.Cl.CCN(C(C)C)C(C)C.[CH3:42][S:43]([Cl:46])(=[O:45])=[O:44]. Product: [F:1][C:2]1[CH:31]=[CH:30][CH:29]=[CH:28][C:3]=1[CH2:4][NH:5][C:6]1[C:11]([C:12]([NH2:14])=[O:13])=[CH:10][N:9]=[C:8]([NH:15][C:16]2[CH:17]=[CH:18][C:19]([CH:22]3[CH2:27][CH2:26][N:25]([S:43]([CH3:42])(=[O:45])=[O:44])[CH2:24][CH2:23]3)=[CH:20][CH:21]=2)[CH:7]=1.[ClH:46]. The catalyst class is: 37. (2) Reactant: [N+:1]([C:4]1[CH:9]=[CH:8][C:7]([C:10]2([C:15]([NH2:17])=[O:16])[CH2:14][CH2:13][CH2:12][CH2:11]2)=[CH:6][CH:5]=1)([O-])=O. Product: [NH2:1][C:4]1[CH:5]=[CH:6][C:7]([C:10]2([C:15]([NH2:17])=[O:16])[CH2:14][CH2:13][CH2:12][CH2:11]2)=[CH:8][CH:9]=1. The catalyst class is: 19. (3) Reactant: [Cl:1][C:2]1[CH:3]=[C:4]([C:8]2[N:16]=[C:15]([C:17](=[NH:20])[NH:18][OH:19])[N:14]=[C:13]3[C:9]=2[N:10]([CH2:29][C@H:30]2[CH2:35][CH2:34][C@H:33]([CH3:36])[CH2:32][CH2:31]2)[C:11]([CH:21]([OH:28])[CH:22]2[CH2:27][CH2:26][O:25][CH2:24][CH2:23]2)=[N:12]3)[CH:5]=[CH:6][CH:7]=1.[C:37](N1C=CN=C1)(N1C=CN=C1)=[O:38].N12CCCN=C1CCCCC2. Product: [Cl:1][C:2]1[CH:3]=[C:4]([C:8]2[N:16]=[C:15]([C:17]3[NH:20][C:37](=[O:38])[O:19][N:18]=3)[N:14]=[C:13]3[C:9]=2[N:10]([CH2:29][C@H:30]2[CH2:31][CH2:32][C@H:33]([CH3:36])[CH2:34][CH2:35]2)[C:11]([CH:21]([OH:28])[CH:22]2[CH2:23][CH2:24][O:25][CH2:26][CH2:27]2)=[N:12]3)[CH:5]=[CH:6][CH:7]=1. The catalyst class is: 10. (4) Reactant: Cl.[Cl:2][C:3]1[CH:4]=[C:5]([C:10]2[CH:11]=[C:12]([CH:17]=[CH:18][N:19]=2)[C:13]([O:15][CH3:16])=[O:14])[CH:6]=[C:7]([Cl:9])[CH:8]=1. Product: [ClH:2].[Cl:9][C:7]1[CH:6]=[C:5]([CH:10]2[CH2:11][CH:12]([C:13]([O:15][CH3:16])=[O:14])[CH2:17][CH2:18][NH:19]2)[CH:4]=[C:3]([Cl:2])[CH:8]=1. The catalyst class is: 603.